From a dataset of Forward reaction prediction with 1.9M reactions from USPTO patents (1976-2016). Predict the product of the given reaction. The product is: [CH:1]([NH:14][C:15]([C:17]1[C:18]([OH:25])=[N:19][C:20]([C:23]([OH:27])=[O:24])=[N:21][CH:22]=1)=[O:16])([C:8]1[CH:9]=[CH:10][CH:11]=[CH:12][CH:13]=1)[C:2]1[CH:7]=[CH:6][CH:5]=[CH:4][CH:3]=1. Given the reactants [CH:1]([NH:14][C:15]([C:17]1[C:18]([OH:25])=[N:19][C:20]([CH:23]=[O:24])=[N:21][CH:22]=1)=[O:16])([C:8]1[CH:13]=[CH:12][CH:11]=[CH:10][CH:9]=1)[C:2]1[CH:7]=[CH:6][CH:5]=[CH:4][CH:3]=1.O.[O-:27]Cl=O.[Na+], predict the reaction product.